Dataset: Reaction yield outcomes from USPTO patents with 853,638 reactions. Task: Predict the reaction yield, written as a fraction of the theoretical maximum amount of product (1.0 means a 100% yield; for example, 0.34 means a 34% yield). (1) The reactants are C([N:8]1[CH2:13][CH2:12][N:11]2[CH2:14][C@H:15]([CH2:18][N:19]3[C:27]4[C:22](=[CH:23][C:24]([F:28])=[CH:25][CH:26]=4)[CH:21]=[CH:20]3)[CH2:16][CH2:17][C@H:10]2[CH2:9]1)(OC(C)(C)C)=O.O. The catalyst is FC(F)(F)C(O)=O. The product is [F:28][C:24]1[CH:23]=[C:22]2[C:27](=[CH:26][CH:25]=1)[N:19]([CH2:18][C@H:15]1[CH2:14][N:11]3[CH2:12][CH2:13][NH:8][CH2:9][C@@H:10]3[CH2:17][CH2:16]1)[CH:20]=[CH:21]2. The yield is 0.900. (2) The reactants are C(O[C@H]1C2C(=CC(OC)=CC=2)[C@H](N)C1)C=C.FC1C=C(C[C@H](NC(=O)OCC2C=CC=CC=2)[C@H]2CO2)C=C(F)C=1.[CH2:41]([O:44][C@@H:45]1[C:53]2[C:48](=[CH:49][C:50]([O:54][CH3:55])=[CH:51][CH:52]=2)[C@@H:47]([NH:56][CH2:57][C@@H:58]([OH:80])[C@@H:59]([NH:69]C(=O)OCC2C=CC=CC=2)[CH2:60][C:61]2[CH:66]=[C:65]([F:67])[CH:64]=[C:63]([F:68])[CH:62]=2)[CH2:46]1)[CH:42]=[CH2:43].C(O[C@H]1C2C(=CC(OC)=CC=2)[C@H](NC[C@@H](O)[C@@H](NC(=O)OCC2C=CC=CC=2)CC2C=C(F)C=C(F)C=2)C1)C=C. No catalyst specified. The product is [CH2:41]([O:44][C@H:45]1[C:53]2[C:48](=[CH:49][C:50]([O:54][CH3:55])=[CH:51][CH:52]=2)[C@H:47]([NH:56][CH2:57][C@@H:58]([OH:80])[C@@H:59]([NH2:69])[CH2:60][C:61]2[CH:62]=[C:63]([F:68])[CH:64]=[C:65]([F:67])[CH:66]=2)[CH2:46]1)[CH:42]=[CH2:43]. The yield is 0.690.